This data is from Full USPTO retrosynthesis dataset with 1.9M reactions from patents (1976-2016). The task is: Predict the reactants needed to synthesize the given product. Given the product [C:1]([O:9][CH2:11][C:12]#[N:13])(=[O:8])[C:2]1[CH:7]=[CH:6][CH:5]=[CH:4][CH:3]=1, predict the reactants needed to synthesize it. The reactants are: [C:1]([OH:9])(=[O:8])[C:2]1[CH:7]=[CH:6][CH:5]=[CH:4][CH:3]=1.Br[CH2:11][C:12]#[N:13].